Task: Regression. Given two drug SMILES strings and cell line genomic features, predict the synergy score measuring deviation from expected non-interaction effect.. Dataset: Merck oncology drug combination screen with 23,052 pairs across 39 cell lines (1) Synergy scores: synergy=20.1. Drug 2: COC1=C2CC(C)CC(OC)C(O)C(C)C=C(C)C(OC(N)=O)C(OC)C=CC=C(C)C(=O)NC(=CC1=O)C2=O. Drug 1: Cc1nc(Nc2ncc(C(=O)Nc3c(C)cccc3Cl)s2)cc(N2CCN(CCO)CC2)n1. Cell line: MDAMB436. (2) Drug 1: C#Cc1cccc(Nc2ncnc3cc(OCCOC)c(OCCOC)cc23)c1. Drug 2: Cc1nc(Nc2ncc(C(=O)Nc3c(C)cccc3Cl)s2)cc(N2CCN(CCO)CC2)n1. Cell line: ZR751. Synergy scores: synergy=-53.7. (3) Drug 1: N#Cc1ccc(Cn2cncc2CN2CCN(c3cccc(Cl)c3)C(=O)C2)cc1. Drug 2: Cn1c(=O)n(-c2ccc(C(C)(C)C#N)cc2)c2c3cc(-c4cnc5ccccc5c4)ccc3ncc21. Cell line: LNCAP. Synergy scores: synergy=73.1. (4) Drug 1: CC1CC2C3CCC4=CC(=O)C=CC4(C)C3(F)C(O)CC2(C)C1(O)C(=O)CO. Drug 2: Cn1c(=O)n(-c2ccc(C(C)(C)C#N)cc2)c2c3cc(-c4cnc5ccccc5c4)ccc3ncc21. Cell line: RKO. Synergy scores: synergy=9.69. (5) Drug 1: C#Cc1cccc(Nc2ncnc3cc(OCCOC)c(OCCOC)cc23)c1. Drug 2: CCC1(O)C(=O)OCc2c1cc1n(c2=O)Cc2cc3c(CN(C)C)c(O)ccc3nc2-1. Cell line: HCT116. Synergy scores: synergy=32.1. (6) Cell line: OV90. Drug 2: COC1=C2CC(C)CC(OC)C(O)C(C)C=C(C)C(OC(N)=O)C(OC)C=CC=C(C)C(=O)NC(=CC1=O)C2=O. Synergy scores: synergy=-16.8. Drug 1: CN(C)C(=N)N=C(N)N. (7) Drug 1: O=S1(=O)NC2(CN1CC(F)(F)F)C1CCC2Cc2cc(C=CCN3CCC(C(F)(F)F)CC3)ccc2C1. Drug 2: NC(=O)c1cccc2cn(-c3ccc(C4CCCNC4)cc3)nc12. Cell line: OVCAR3. Synergy scores: synergy=35.2.